Predict the reactants needed to synthesize the given product. From a dataset of Full USPTO retrosynthesis dataset with 1.9M reactions from patents (1976-2016). Given the product [CH:20]1([NH:23][C:24]([NH:26][C:27]2[CH:32]=[CH:31][C:30]([C:2]3[N:3]=[C:4]([N:13]4[CH2:18][CH2:17][O:16][CH2:15][C@@H:14]4[CH3:19])[C:5]4[S:10](=[O:12])(=[O:11])[CH2:9][CH2:8][C:6]=4[N:7]=3)=[CH:29][CH:28]=2)=[O:25])[CH2:22][CH2:21]1, predict the reactants needed to synthesize it. The reactants are: Cl[C:2]1[N:3]=[C:4]([N:13]2[CH2:18][CH2:17][O:16][CH2:15][C@@H:14]2[CH3:19])[C:5]2[S:10](=[O:12])(=[O:11])[CH2:9][CH2:8][C:6]=2[N:7]=1.[CH:20]1([NH:23][C:24]([NH:26][C:27]2[CH:32]=[CH:31][C:30](B3OC(C)(C)C(C)(C)O3)=[CH:29][CH:28]=2)=[O:25])[CH2:22][CH2:21]1.C([O-])([O-])=O.[Na+].[Na+].